This data is from Reaction yield outcomes from USPTO patents with 853,638 reactions. The task is: Predict the reaction yield, written as a fraction of the theoretical maximum amount of product (1.0 means a 100% yield; for example, 0.34 means a 34% yield). (1) The reactants are [Mg].II.Br[C:5]1[CH:6]=[C:7]([CH:11]([CH3:13])[CH3:12])[CH:8]=[CH:9][CH:10]=1.[CH:14]([N:27]1[CH2:30][C:29](=[O:31])[CH2:28]1)([C:21]1[CH:26]=[CH:25][CH:24]=[CH:23][CH:22]=1)[C:15]1[CH:20]=[CH:19][CH:18]=[CH:17][CH:16]=1.[NH4+].[Cl-]. The catalyst is BrCCBr.CCOCC. The product is [CH:14]([N:27]1[CH2:30][C:29]([C:5]2[CH:10]=[CH:9][CH:8]=[C:7]([CH:11]([CH3:13])[CH3:12])[CH:6]=2)([OH:31])[CH2:28]1)([C:21]1[CH:26]=[CH:25][CH:24]=[CH:23][CH:22]=1)[C:15]1[CH:16]=[CH:17][CH:18]=[CH:19][CH:20]=1. The yield is 0.870. (2) The reactants are Br[C:2]1[S:6][C:5]2[C:7]3[C:27]([C:28](=[O:29])[C:4]=2[C:3]=1[CH2:31][CH2:32][CH2:33][CH2:34][CH2:35][CH2:36][CH2:37][CH3:38])=[CH:26][C:25]1[C:12]2[S:13][C:14](Br)=[C:15]([CH2:16][CH2:17][CH2:18][CH2:19][CH2:20][CH2:21][CH2:22][CH3:23])[C:11]=2[C:10](=[O:30])[C:9]=1[CH:8]=3.[CH2:39]([C:47]1[CH:51]=[C:50]([Sn](C)(C)C)[S:49][CH:48]=1)[CH2:40][CH2:41][CH2:42][CH2:43][CH2:44][CH2:45][CH3:46]. The catalyst is [Pd]. The product is [CH2:39]([C:47]1[CH:51]=[C:50]([C:14]2[S:13][C:12]3[C:25]4[C:9]([C:10](=[O:30])[C:11]=3[C:15]=2[CH2:16][CH2:17][CH2:18][CH2:19][CH2:20][CH2:21][CH2:22][CH3:23])=[CH:8][C:7]2[C:5]3[S:6][C:2]([C:2]5[S:6][CH:5]=[C:4]([CH2:28][CH2:27][CH2:26][CH2:25][CH2:9][CH2:10][CH2:11][CH3:12])[CH:3]=5)=[C:3]([CH2:31][CH2:32][CH2:33][CH2:34][CH2:35][CH2:36][CH2:37][CH3:38])[C:4]=3[C:28](=[O:29])[C:27]=2[CH:26]=4)[S:49][CH:48]=1)[CH2:40][CH2:41][CH2:42][CH2:43][CH2:44][CH2:45][CH3:46]. The yield is 0.720. (3) The reactants are [Cl:1][C:2]1[C:10]2[O:9][CH2:8][O:7][C:6]=2[CH:5]=[C:4]([CH2:11]Cl)[CH:3]=1.[C-:13]#[N:14].[Na+].O. The catalyst is CS(C)=O. The product is [Cl:1][C:2]1[C:10]2[O:9][CH2:8][O:7][C:6]=2[CH:5]=[C:4]([CH2:11][C:13]#[N:14])[CH:3]=1. The yield is 0.580.